Dataset: Full USPTO retrosynthesis dataset with 1.9M reactions from patents (1976-2016). Task: Predict the reactants needed to synthesize the given product. Given the product [F:1][C:2]1[CH:3]=[CH:4][C:5]([N:8]2[CH:12]=[C:11](/[CH:13]=[C:18](/[N+:15]([O-:17])=[O:16])\[CH3:19])[CH:10]=[N:9]2)=[N:6][CH:7]=1, predict the reactants needed to synthesize it. The reactants are: [F:1][C:2]1[CH:3]=[CH:4][C:5]([N:8]2[CH:12]=[C:11]([CH:13]=O)[CH:10]=[N:9]2)=[N:6][CH:7]=1.[N+:15]([CH2:18][CH3:19])([O-:17])=[O:16].C(O)=O.NCCO.